From a dataset of Reaction yield outcomes from USPTO patents with 853,638 reactions. Predict the reaction yield, written as a fraction of the theoretical maximum amount of product (1.0 means a 100% yield; for example, 0.34 means a 34% yield). (1) The reactants are Br[C:2]1[N:7]=[C:6]2[N:8]([C@H:13]3[CH2:18][CH2:17][C@H:16]([O:19][CH3:20])[CH2:15][CH2:14]3)[C:9](=[O:12])[CH2:10][NH:11][C:5]2=[N:4][CH:3]=1.BrC1N=C([NH:35][C@H:36]2[CH2:41][CH2:40][C@H:39](OC)[CH2:38]C2)C(NCC(OCC)=O)=NC=1.[C:44]([OH:50])([C:46](F)(F)F)=O.[C:51](=O)(O)[O-].[Na+]. The catalyst is O.CO. The product is [OH:50][C:44]([C:36]1[N:35]=[CH:38][C:39]([C:2]2[N:7]=[C:6]3[N:8]([C@H:13]4[CH2:18][CH2:17][C@H:16]([O:19][CH3:20])[CH2:15][CH2:14]4)[C:9](=[O:12])[CH2:10][NH:11][C:5]3=[N:4][CH:3]=2)=[CH:40][CH:41]=1)([CH3:46])[CH3:51]. The yield is 0.550. (2) The reactants are [C:1](Cl)(=[O:6])[C:2]([CH3:5])([CH3:4])[CH3:3].[Br:8][C:9]1[C:10]([F:19])=[C:11]2[C:17]([NH2:18])=[CH:16][NH:15][C:12]2=[N:13][CH:14]=1. The catalyst is N1C=CC=CC=1. The product is [Br:8][C:9]1[C:10]([F:19])=[C:11]2[C:17]([NH:18][C:1](=[O:6])[C:2]([CH3:5])([CH3:4])[CH3:3])=[CH:16][NH:15][C:12]2=[N:13][CH:14]=1. The yield is 0.620. (3) The reactants are [Br:1][C:2]1[CH:3]=[C:4]([Cl:14])[C:5]2[O:9][C:8]([CH2:10][CH2:11][OH:12])=[CH:7][C:6]=2[CH:13]=1.C(N(CC)CC)C.[C:22]1([CH3:32])[CH:27]=[CH:26][C:25]([S:28](Cl)(=[O:30])=[O:29])=[CH:24][CH:23]=1. The product is [CH3:32][C:22]1[CH:27]=[CH:26][C:25]([S:28]([O:12][CH2:11][CH2:10][C:8]2[O:9][C:5]3[C:4]([Cl:14])=[CH:3][C:2]([Br:1])=[CH:13][C:6]=3[CH:7]=2)(=[O:30])=[O:29])=[CH:24][CH:23]=1. The catalyst is ClCCl. The yield is 0.950. (4) The reactants are Cl.[F:2][C:3]1[CH:16]=[CH:15][C:6]([C:7]([CH:9]2[CH2:14][CH2:13][NH:12][CH2:11][CH2:10]2)=[O:8])=[CH:5][CH:4]=1.[C:17](O[C:17]([O:19][C:20]([CH3:23])([CH3:22])[CH3:21])=[O:18])([O:19][C:20]([CH3:23])([CH3:22])[CH3:21])=[O:18].C([O-])([O-])=O.[Na+].[Na+]. The catalyst is O.C1COCC1. The product is [F:2][C:3]1[CH:4]=[CH:5][C:6]([C:7]([CH:9]2[CH2:14][CH2:13][N:12]([C:17]([O:19][C:20]([CH3:23])([CH3:22])[CH3:21])=[O:18])[CH2:11][CH2:10]2)=[O:8])=[CH:15][CH:16]=1. The yield is 0.740. (5) The catalyst is C1COCC1.C1C=CC(P(C2C=CC=CC=2)[C-]2C=CC=C2)=CC=1.C1C=CC(P(C2C=CC=CC=2)[C-]2C=CC=C2)=CC=1.Cl[Pd]Cl.[Fe+2]. The reactants are Br[C:2]1[CH:3]=[C:4]([C:8]([NH:10][C@@H:11]([CH2:24][C:25]2[CH:30]=[CH:29][CH:28]=[CH:27][C:26]=2[C:31]([F:34])([F:33])[F:32])[CH2:12][N:13]2[C:21](=[O:22])[C:20]3[C:15](=[CH:16][CH:17]=[CH:18][CH:19]=3)[C:14]2=[O:23])=[O:9])[S:5][C:6]=1[Cl:7].C([O-])([O-])=O.[Na+].[Na+].[CH3:41][N:42]1[C:46](B2OC(C)(C)C(C)(C)O2)=[C:45]([CH3:56])[CH:44]=[N:43]1. The product is [Cl:7][C:6]1[S:5][C:4]([C:8]([NH:10][C@@H:11]([CH2:24][C:25]2[CH:30]=[CH:29][CH:28]=[CH:27][C:26]=2[C:31]([F:34])([F:33])[F:32])[CH2:12][N:13]2[C:21](=[O:22])[C:20]3[C:15](=[CH:16][CH:17]=[CH:18][CH:19]=3)[C:14]2=[O:23])=[O:9])=[CH:3][C:2]=1[C:46]1[N:42]([CH3:41])[N:43]=[CH:44][C:45]=1[CH3:56]. The yield is 0.734. (6) The reactants are Cl[C:2]1[CH:18]=[CH:17][C:5]([C:6]([C:8]2[CH:16]=[CH:15][CH:14]=[CH:13][C:9]=2[C:10]([OH:12])=[O:11])=[O:7])=[CH:4][C:3]=1[N+:19]([O-:21])=[O:20].Cl.C([O:25][C:26](=[O:29])[CH2:27][NH2:28])C.[OH-].[K+].Cl. No catalyst specified. The product is [C:26]([CH2:27][NH:28][C:2]1[CH:18]=[CH:17][C:5]([C:6]([C:8]2[CH:16]=[CH:15][CH:14]=[CH:13][C:9]=2[C:10]([OH:12])=[O:11])=[O:7])=[CH:4][C:3]=1[N+:19]([O-:21])=[O:20])([OH:29])=[O:25]. The yield is 0.760. (7) The reactants are [NH:1]1[CH:5]=[CH:4][N:3]=[N:2]1.CN(C=O)C.[H-].[Na+].I[CH2:14][CH2:15][CH2:16][C:17]#[CH:18]. The catalyst is O. The product is [CH2:18]([N:1]1[CH:5]=[CH:4][N:3]=[N:2]1)[CH2:17][CH2:16][C:15]#[CH:14]. The yield is 0.930.